From a dataset of Reaction yield outcomes from USPTO patents with 853,638 reactions. Predict the reaction yield, written as a fraction of the theoretical maximum amount of product (1.0 means a 100% yield; for example, 0.34 means a 34% yield). (1) The reactants are [F:1][C:2]1[N:7]=[CH:6][C:5]([C:8]2([C:15]#[N:16])[CH2:13][CH2:12][C:11](=O)[CH2:10][CH2:9]2)=[CH:4][CH:3]=1.[FH:17].[FH:18].F.C(N(CC)CC)C. The catalyst is C(Cl)Cl. The product is [F:17][C:11]1([F:18])[CH2:12][CH2:13][C:8]([C:5]2[CH:6]=[N:7][C:2]([F:1])=[CH:3][CH:4]=2)([C:15]#[N:16])[CH2:9][CH2:10]1. The yield is 0.640. (2) The reactants are [CH2:1]([O:8][C:9]([N:11]1[CH2:16][CH2:15][CH2:14][CH:13]([C:17]2[CH:22]=[CH:21][C:20]([CH3:23])=[C:19]([NH2:24])[CH:18]=2)[CH2:12]1)=[O:10])[C:2]1[CH:7]=[CH:6][CH:5]=[CH:4][CH:3]=1.C(N(CC)CC)C.[F:32][C:33]([F:46])([F:45])[S:34](O[S:34]([C:33]([F:46])([F:45])[F:32])(=[O:36])=[O:35])(=[O:36])=[O:35]. The catalyst is C(Cl)Cl. The product is [CH2:1]([O:8][C:9]([N:11]1[CH2:16][CH2:15][CH2:14][CH:13]([C:17]2[CH:22]=[CH:21][C:20]([CH3:23])=[C:19]([NH:24][S:34]([C:33]([F:46])([F:45])[F:32])(=[O:36])=[O:35])[CH:18]=2)[CH2:12]1)=[O:10])[C:2]1[CH:3]=[CH:4][CH:5]=[CH:6][CH:7]=1. The yield is 0.610. (3) The reactants are [OH:1][C@H:2]([CH2:32][OH:33])[CH2:3][N:4]1[C:9](=[O:10])[C:8]2[C:11]([NH:18][C:19]3[CH:24]=[CH:23][C:22]([C:25]#[C:26][Si](C)(C)C)=[CH:21][C:20]=3[F:31])=[C:12]([F:17])[C:13](=[O:16])[N:14]([CH3:15])[C:7]=2[N:6]=[CH:5]1.CCCC[N+](CCCC)(CCCC)CCCC.[F-].C(Cl)Cl. The catalyst is C1COCC1. The product is [OH:1][C@H:2]([CH2:32][OH:33])[CH2:3][N:4]1[C:9](=[O:10])[C:8]2[C:11]([NH:18][C:19]3[CH:24]=[CH:23][C:22]([C:25]#[CH:26])=[CH:21][C:20]=3[F:31])=[C:12]([F:17])[C:13](=[O:16])[N:14]([CH3:15])[C:7]=2[N:6]=[CH:5]1. The yield is 0.300.